From a dataset of Forward reaction prediction with 1.9M reactions from USPTO patents (1976-2016). Predict the product of the given reaction. (1) The product is: [C:2]([C:4]1[C:5]([C:6]([CH3:9])([CH3:8])[CH3:7])=[CH:12][N:18]=[CH:16][N:17]=1)([CH3:11])([CH3:3])[CH3:1]. Given the reactants [CH3:1][C:2]([CH3:11])([C:4](=O)[CH2:5][C:6]([CH3:9])([CH3:8])[CH3:7])[CH3:3].[C:12](O)(=O)C.[CH:16]([NH2:18])=[NH:17], predict the reaction product. (2) The product is: [CH3:14][N:11]1[CH2:12][CH2:13][NH:8][CH:9]([CH2:15][NH:16][C:17](=[O:22])[C:18]([F:21])([F:19])[F:20])[CH2:10]1. Given the reactants C([N:8]1[CH2:13][CH2:12][N:11]([CH3:14])[CH2:10][CH:9]1[CH2:15][NH:16][C:17](=[O:22])[C:18]([F:21])([F:20])[F:19])C1C=CC=CC=1, predict the reaction product.